This data is from Full USPTO retrosynthesis dataset with 1.9M reactions from patents (1976-2016). The task is: Predict the reactants needed to synthesize the given product. Given the product [Br:1][C:2]1[CH:3]=[CH:4][C:5]([F:10])=[C:6]([CH2:7][C:12]2[CH:17]=[CH:16][C:15]([O:18][CH2:19][CH3:20])=[CH:14][CH:13]=2)[CH:9]=1, predict the reactants needed to synthesize it. The reactants are: [Br:1][C:2]1[CH:3]=[CH:4][C:5]([F:10])=[C:6]([CH:9]=1)[CH:7]=O.Br[C:12]1[CH:17]=[CH:16][C:15]([O:18][CH2:19][CH3:20])=[CH:14][CH:13]=1.